This data is from Full USPTO retrosynthesis dataset with 1.9M reactions from patents (1976-2016). The task is: Predict the reactants needed to synthesize the given product. (1) The reactants are: [NH2:1][C:2]1[CH:9]=[CH:8][C:5]([C:6]#[N:7])=[CH:4][N:3]=1.C([O-])(=O)C.[Na+].[Br:15]Br.O. Given the product [NH2:1][C:2]1[C:9]([Br:15])=[CH:8][C:5]([C:6]#[N:7])=[CH:4][N:3]=1, predict the reactants needed to synthesize it. (2) Given the product [Br:13][C:10]1[CH:9]=[CH:8][C:7]([O:6][CH2:5][CH:4]([NH:14][C:15]([O:17][C:18]([CH3:19])([CH3:21])[CH3:20])=[O:16])[C:3]([OH:22])=[O:2])=[CH:12][CH:11]=1, predict the reactants needed to synthesize it. The reactants are: C[O:2][C:3](=[O:22])[CH:4]([NH:14][C:15]([O:17][C:18]([CH3:21])([CH3:20])[CH3:19])=[O:16])[CH2:5][O:6][C:7]1[CH:12]=[CH:11][C:10]([Br:13])=[CH:9][CH:8]=1.O[Li].O.Cl. (3) Given the product [CH2:1]([O:8][C:9]1[CH:10]=[C:11]([CH:12]([OH:13])[CH3:19])[CH:14]=[CH:15][C:16]=1[O:17][CH3:18])[C:2]1[CH:3]=[CH:4][CH:5]=[CH:6][CH:7]=1, predict the reactants needed to synthesize it. The reactants are: [CH2:1]([O:8][C:9]1[CH:10]=[C:11]([CH:14]=[CH:15][C:16]=1[O:17][CH3:18])[CH:12]=[O:13])[C:2]1[CH:7]=[CH:6][CH:5]=[CH:4][CH:3]=1.[CH3:19][Li].Cl. (4) Given the product [CH2:17]([NH:24][C:25]([C:27]1[C:31]([CH3:32])=[C:30]([CH:33]=[C:9]2[C:8]3[C:12](=[CH:13][CH:14]=[CH:15][C:7]=3[CH:4]3[CH2:3][CH2:2][NH:1][CH2:6][CH2:5]3)[NH:11][C:10]2=[O:16])[NH:29][CH:28]=1)=[O:26])[C:18]1[CH:19]=[CH:20][CH:21]=[CH:22][CH:23]=1, predict the reactants needed to synthesize it. The reactants are: [NH:1]1[CH2:6][CH2:5][CH:4]([C:7]2[CH:15]=[CH:14][CH:13]=[C:12]3[C:8]=2[CH2:9][C:10](=[O:16])[NH:11]3)[CH2:3][CH2:2]1.[CH2:17]([NH:24][C:25]([C:27]1[C:31]([CH3:32])=[C:30]([CH:33]=O)[NH:29][CH:28]=1)=[O:26])[C:18]1[CH:23]=[CH:22][CH:21]=[CH:20][CH:19]=1. (5) Given the product [CH3:1][N:2]1[CH2:7][CH2:6][C:5]([C:8]2[CH:13]=[CH:12][CH:11]=[C:10]([F:14])[CH:9]=2)([CH2:15][NH:16][C:31]([C:21]2[C:22]3[C:27](=[CH:26][CH:25]=[CH:24][CH:23]=3)[C:28]([O:29][CH3:30])=[C:19]([C:17]#[N:18])[C:20]=2[O:34][CH3:35])=[O:32])[CH2:4][CH2:3]1, predict the reactants needed to synthesize it. The reactants are: [CH3:1][N:2]1[CH2:7][CH2:6][C:5]([CH2:15][NH2:16])([C:8]2[CH:13]=[CH:12][CH:11]=[C:10]([F:14])[CH:9]=2)[CH2:4][CH2:3]1.[C:17]([C:19]1[C:20]([O:34][CH3:35])=[C:21]([C:31](Cl)=[O:32])[C:22]2[C:27]([C:28]=1[O:29][CH3:30])=[CH:26][CH:25]=[CH:24][CH:23]=2)#[N:18]. (6) Given the product [C:29](=[O:66])([O:64][CH3:65])[O:30][C@@H:31]1[C@@H:36]([N:37]([CH3:38])[CH3:39])[CH2:35][C@@H:34]([CH3:40])[O:33][C@H:32]1[O:41][C@@H:42]([C@@:55]([O:62][CH3:63])([CH3:61])[CH2:56][C@@H:57]([CH3:58])[CH2:60][NH:1][C@@H:2]([C@@H:7]1[C@:11]([C@H:13]([OH:16])[CH2:14][CH3:15])([CH3:12])[O:10][C:9](=[O:17])[N:8]1[CH2:18][CH2:19][CH2:20][CH2:21][N:22]=[N+:23]=[N-:24])[C:3]([F:5])([F:4])[F:6])[C@H:43]([C:45]1[O:50][C:49]([CH3:51])([CH3:52])[O:48][C:47](=[O:53])[C:46]=1[CH3:54])[CH3:44], predict the reactants needed to synthesize it. The reactants are: [NH2:1][C@@H:2]([C@@H:7]1[C@:11]([C@H:13]([OH:16])[CH2:14][CH3:15])([CH3:12])[O:10][C:9](=[O:17])[N:8]1[CH2:18][CH2:19][CH2:20][CH2:21][N:22]=[N+:23]=[N-:24])[C:3]([F:6])([F:5])[F:4].C(O)(=O)C.[C:29](=[O:66])([O:64][CH3:65])[O:30][C@@H:31]1[C@@H:36]([N:37]([CH3:39])[CH3:38])[CH2:35][C@@H:34]([CH3:40])[O:33][C@H:32]1[O:41][C@@H:42]([C@@:55]([O:62][CH3:63])([CH3:61])[CH2:56][C@@H:57]([CH3:60])[CH:58]=O)[C@H:43]([C:45]1[O:50][C:49]([CH3:52])([CH3:51])[O:48][C:47](=[O:53])[C:46]=1[CH3:54])[CH3:44].C([BH3-])#N.[Na+].C(=O)(O)[O-].[Na+]. (7) Given the product [Cl:22][C:19]1[CH:20]=[CH:21][C:16]([CH2:15][CH2:14][N:13]2[C:6]3[N:7]=[C:8]([C:11]#[N:12])[N:9]=[CH:10][C:5]=3[CH:4]=[C:3]2[CH2:2][O:36][C:35]2[CH:34]=[CH:33][C:26]([C:27]([NH:29][CH2:30][CH2:31][CH3:32])=[O:28])=[CH:25][C:24]=2[F:23])=[CH:17][CH:18]=1, predict the reactants needed to synthesize it. The reactants are: Br[CH2:2][C:3]1[N:13]([CH2:14][CH2:15][C:16]2[CH:21]=[CH:20][C:19]([Cl:22])=[CH:18][CH:17]=2)[C:6]2[N:7]=[C:8]([C:11]#[N:12])[N:9]=[CH:10][C:5]=2[CH:4]=1.[F:23][C:24]1[CH:25]=[C:26]([CH:33]=[CH:34][C:35]=1[OH:36])[C:27]([NH:29][CH2:30][CH2:31][CH3:32])=[O:28].C(=O)([O-])[O-].[K+].[K+].CCCCCC.